Dataset: Peptide-MHC class I binding affinity with 185,985 pairs from IEDB/IMGT. Task: Regression. Given a peptide amino acid sequence and an MHC pseudo amino acid sequence, predict their binding affinity value. This is MHC class I binding data. (1) The peptide sequence is NRDVSFQDL. The MHC is HLA-A23:01 with pseudo-sequence HLA-A23:01. The binding affinity (normalized) is 0.0847. (2) The peptide sequence is ATIGTAMYK. The MHC is HLA-B44:03 with pseudo-sequence HLA-B44:03. The binding affinity (normalized) is 0. (3) The binding affinity (normalized) is 0.184. The MHC is HLA-A02:02 with pseudo-sequence HLA-A02:02. The peptide sequence is SVKYYGRST. (4) The peptide sequence is AAKYVEHDPR. The MHC is HLA-A31:01 with pseudo-sequence HLA-A31:01. The binding affinity (normalized) is 0.525. (5) The peptide sequence is GTITGGVCYY. The MHC is HLA-A24:02 with pseudo-sequence HLA-A24:02. The binding affinity (normalized) is 0. (6) The peptide sequence is SWPLQCPLDH. The MHC is HLA-A68:01 with pseudo-sequence HLA-A68:01. The binding affinity (normalized) is 0.